From a dataset of Catalyst prediction with 721,799 reactions and 888 catalyst types from USPTO. Predict which catalyst facilitates the given reaction. (1) Reactant: [Br:1][CH2:2][CH2:3][O:4][CH3:5].[CH2:6]([N:8]([CH2:11][CH3:12])[CH2:9][CH3:10])[CH3:7]. Product: [Br-:1].[CH2:6]([N+:8]([CH2:11][CH3:12])([CH2:9][CH3:10])[CH2:2][CH2:3][O:4][CH3:5])[CH3:7]. The catalyst class is: 81. (2) Product: [Br:15][CH2:8][C:5]1[CH:6]=[CH:7][C:2]([I:1])=[CH:3][C:4]=1[C:10]([F:13])([F:12])[F:11]. Reactant: [I:1][C:2]1[CH:7]=[CH:6][C:5]([CH2:8]O)=[C:4]([C:10]([F:13])([F:12])[F:11])[CH:3]=1.P(Br)(Br)[Br:15].C(=O)([O-])O.[Na+]. The catalyst class is: 2. (3) Reactant: [CH3:1][C:2]1[C:3]([CH2:8][N:9]([CH2:16][C:17]2[C:22]([CH3:23])=[CH:21][CH:20]=[CH:19][N:18]=2)[CH:10]2[CH2:15][CH2:14][NH:13][CH2:12][CH2:11]2)=[N:4][CH:5]=[CH:6][CH:7]=1.CCN(CC)CC.[C:31](Cl)(Cl)=[O:32].[NH2:35][OH:36].Cl. Product: [OH:36][NH:35][C:31]([N:13]1[CH2:14][CH2:15][CH:10]([N:9]([CH2:16][C:17]2[C:22]([CH3:23])=[CH:21][CH:20]=[CH:19][N:18]=2)[CH2:8][C:3]2[C:2]([CH3:1])=[CH:7][CH:6]=[CH:5][N:4]=2)[CH2:11][CH2:12]1)=[O:32]. The catalyst class is: 308. (4) Reactant: [H-].[Na+].[CH2:3]([N:10]([CH2:21][CH2:22][C:23]1[CH:28]=[CH:27][C:26]([S:29]([C:32]2[CH:37]=[CH:36][C:35]([OH:38])=[CH:34][CH:33]=2)(=[O:31])=[O:30])=[CH:25][CH:24]=1)[CH2:11][C@@H:12]([C:14]1[CH:19]=[CH:18][CH:17]=[C:16]([Cl:20])[CH:15]=1)[OH:13])[C:4]1[CH:9]=[CH:8][CH:7]=[CH:6][CH:5]=1.[CH2:39](I)[CH3:40].O. The catalyst class is: 9. Product: [CH2:3]([N:10]([CH2:11][C@@H:12]([C:14]1[CH:19]=[CH:18][CH:17]=[C:16]([Cl:20])[CH:15]=1)[OH:13])[CH2:21][CH2:22][C:23]1[CH:28]=[CH:27][C:26]([S:29]([C:32]2[CH:33]=[CH:34][C:35]([O:38][CH2:39][CH3:40])=[CH:36][CH:37]=2)(=[O:31])=[O:30])=[CH:25][CH:24]=1)[C:4]1[CH:5]=[CH:6][CH:7]=[CH:8][CH:9]=1. (5) Reactant: [OH:1][C:2]1[CH:11]=[CH:10][C:5]([C:6]([O:8][CH3:9])=[O:7])=[CH:4][CH:3]=1.[Br:12]Br. Product: [Br:12][C:11]1[CH:10]=[C:5]([CH:4]=[CH:3][C:2]=1[OH:1])[C:6]([O:8][CH3:9])=[O:7]. The catalyst class is: 147. (6) Reactant: [C:1]([O:5][C:6]([N:8]1[CH2:12][CH2:11][C@H:10]([C:13]([OH:15])=O)[CH2:9]1)=[O:7])([CH3:4])([CH3:3])[CH3:2].[NH2:16][C@:17]1([C:22]([NH:24][S:25]([C:28]2[CH:33]=[CH:32][CH:31]=[C:30]([O:34][CH2:35][C:36]3[CH:41]=[CH:40][CH:39]=[CH:38][CH:37]=3)[CH:29]=2)(=[O:27])=[O:26])=[O:23])[CH2:19][C@H:18]1[CH:20]=[CH2:21].CCN(C(C)C)C(C)C.CN(C(ON1N=NC2C=CC=CC1=2)=[N+](C)C)C.[B-](F)(F)(F)F. The catalyst class is: 861. Product: [C:1]([O:5][C:6]([N:8]1[CH2:12][CH2:11][C@H:10]([C:13](=[O:15])[NH:16][C@:17]2([C:22]([NH:24][S:25]([C:28]3[CH:33]=[CH:32][CH:31]=[C:30]([O:34][CH2:35][C:36]4[CH:41]=[CH:40][CH:39]=[CH:38][CH:37]=4)[CH:29]=3)(=[O:27])=[O:26])=[O:23])[CH2:19][C@H:18]2[CH:20]=[CH2:21])[CH2:9]1)=[O:7])([CH3:2])([CH3:3])[CH3:4]. (7) Reactant: [C:1]([O:5][C:6](=[O:42])[N:7]([C@H:9]([C:11](=[O:41])[NH:12][C@@H:13]1[C:19](=[O:20])[N:18]([CH2:21][C:22]2[C:31]3[C:26](=[CH:27][C:28]([Br:32])=[CH:29][CH:30]=3)[CH:25]=[CH:24][C:23]=2[O:33][CH3:34])[C:17]2[CH:35]=[CH:36][C:37]([C:39]#[N:40])=[CH:38][C:16]=2[NH:15][CH2:14]1)[CH3:10])[CH3:8])([CH3:4])([CH3:3])[CH3:2].[C:43]([OH:54])(=O)[C:44]1[CH:52]=[CH:51][C:47]([C:48]([OH:50])=O)=[CH:46][CH:45]=1.O=P(Cl)(Cl)Cl. Product: [Br:32][C:28]1[CH:27]=[C:26]2[C:31](=[CH:30][CH:29]=1)[C:22]([CH2:21][N:18]1[C:17]3[CH:35]=[CH:36][C:37]([C:39]#[N:40])=[CH:38][C:16]=3[N:15]([C:48](=[O:50])[C:47]3[CH:46]=[CH:45][C:44]([C:43]([N:15]4[C:16]5[CH:38]=[C:37]([C:39]#[N:40])[CH:36]=[CH:35][C:17]=5[N:18]([CH2:21][C:22]5[C:31]6[C:26](=[CH:27][C:28]([Br:32])=[CH:29][CH:30]=6)[CH:25]=[CH:24][C:23]=5[O:33][CH3:34])[C:19](=[O:20])[C@@H:13]([NH:12][C:11](=[O:41])[C@@H:9]([N:7]([C:6]([O:5][C:1]([CH3:4])([CH3:3])[CH3:2])=[O:42])[CH3:8])[CH3:10])[CH2:14]4)=[O:54])=[CH:52][CH:51]=3)[CH2:14][C@H:13]([NH:12][C:11](=[O:41])[C@@H:9]([N:7]([CH3:8])[C:6](=[O:42])[O:5][C:1]([CH3:2])([CH3:3])[CH3:4])[CH3:10])[C:19]1=[O:20])=[C:23]([O:33][CH3:34])[CH:24]=[CH:25]2. The catalyst class is: 17. (8) The catalyst class is: 10. Product: [Br:21][C:12]1[CH:13]=[N:14][C:15]2[C:20]([C:11]=1[NH:10][C:8]([NH:7][C:2]1[CH:3]=[N:4][CH:5]=[CH:6][N:1]=1)=[O:9])=[CH:19][CH:18]=[CH:17][CH:16]=2. Reactant: [N:1]1[CH:6]=[CH:5][N:4]=[CH:3][C:2]=1[NH:7][C:8]([NH:10][C:11]1[C:20]2[C:15](=[CH:16][CH:17]=[CH:18][CH:19]=2)[N:14]=[CH:13][CH:12]=1)=[O:9].[Br:21]NC(=O)CCC(N)=O.